This data is from Forward reaction prediction with 1.9M reactions from USPTO patents (1976-2016). The task is: Predict the product of the given reaction. (1) Given the reactants [N:1]1[CH:6]=[CH:5][CH:4]=[CH:3][C:2]=1[CH2:7][O:8][C:9]1[CH:18]=[C:17]([C:19]2[CH:20]=[N:21][CH:22]=[N:23][CH:24]=2)[C:16]2[CH2:15][CH2:14][CH2:13][CH2:12][C:11]=2[N:10]=1.C1C=C(Cl)C=C(C(OO)=[O:33])C=1, predict the reaction product. The product is: [O-:33][N+:1]1[CH:6]=[CH:5][CH:4]=[CH:3][C:2]=1[CH2:7][O:8][C:9]1[CH:18]=[C:17]([C:19]2[CH:20]=[N:21][CH:22]=[N:23][CH:24]=2)[C:16]2[CH2:15][CH2:14][CH2:13][CH2:12][C:11]=2[N:10]=1. (2) Given the reactants [CH3:1][O:2][C:3]([NH:5][C@@H:6]([CH:52]([CH3:54])[CH3:53])[C:7]([N:9]1[C@@H:13]([CH3:14])[CH2:12][CH2:11][C@H:10]1[C:15]1[NH:16][C:17]([C:20]2[CH:25]=[CH:24][C:23]([C:26]3[CH:31]=[CH:30][C:29]([C:32]4[NH:36][C:35]([C@@H:37]5[CH2:41][C@H:40]([CH2:42][O:43][CH3:44])[CH2:39][N:38]5C(OC(C)(C)C)=O)=[N:34][CH:33]=4)=[CH:28][CH:27]=3)=[CH:22][CH:21]=2)=[CH:18][N:19]=1)=[O:8])=[O:4].Cl.[C:56]([O:60][C:61]([NH:63][C@H:64]([C:68]1[CH:73]=[CH:72][CH:71]=[CH:70][CH:69]=1)[C:65](O)=[O:66])=[O:62])([CH3:59])([CH3:58])[CH3:57].CCOC(C(C#N)=NOC(N1CCOCC1)=[N+](C)C)=O.F[P-](F)(F)(F)(F)F.CCN(C(C)C)C(C)C, predict the reaction product. The product is: [CH3:1][O:2][C:3]([NH:5][C@@H:6]([CH:52]([CH3:54])[CH3:53])[C:7]([N:9]1[C@@H:13]([CH3:14])[CH2:12][CH2:11][C@H:10]1[C:15]1[NH:16][C:17]([C:20]2[CH:21]=[CH:22][C:23]([C:26]3[CH:31]=[CH:30][C:29]([C:32]4[NH:36][C:35]([C@@H:37]5[CH2:41][C@H:40]([CH2:42][O:43][CH3:44])[CH2:39][N:38]5[C:65](=[O:66])[C@H:64]([NH:63][C:61](=[O:62])[O:60][C:56]([CH3:57])([CH3:59])[CH3:58])[C:68]5[CH:73]=[CH:72][CH:71]=[CH:70][CH:69]=5)=[N:34][CH:33]=4)=[CH:28][CH:27]=3)=[CH:24][CH:25]=2)=[CH:18][N:19]=1)=[O:8])=[O:4]. (3) Given the reactants Br[C:2]1[CH:3]=[CH:4][C:5]([O:8][C:9]2[CH:14]=[CH:13][C:12]([F:15])=[C:11]([F:16])[CH:10]=2)=[N:6][CH:7]=1.C([Mg]Cl)(C)C.[I:22]I.[NH4+].[Cl-], predict the reaction product. The product is: [F:16][C:11]1[CH:10]=[C:9]([CH:14]=[CH:13][C:12]=1[F:15])[O:8][C:5]1[CH:4]=[CH:3][C:2]([I:22])=[CH:7][N:6]=1. (4) Given the reactants [CH3:1][N:2]1[C@@H:6]([CH3:7])[C@@H:5]([C:8]2[CH:13]=[CH:12][CH:11]=[CH:10][CH:9]=2)[N:4]([C:14](=[O:61])[C@@H:15]([CH2:46][CH2:47][C:48]([F:60])([F:59])[C:49]([F:58])([F:57])[C:50]([F:56])([F:55])[C:51]([F:54])([F:53])[F:52])[CH2:16][CH2:17][CH2:18][CH2:19][CH2:20][CH2:21][CH2:22][CH2:23][CH2:24][C@@H:25]2[CH2:42][C:41]3[CH:40]=[C:39]([O:43][CH3:44])[CH:38]=[CH:37][C:36]=3[C@@H:35]3[C@@H:26]2[C@H:27]2[C@@:31]([CH2:33][CH2:34]3)([CH3:32])[C@@H:30]([OH:45])[CH2:29][CH2:28]2)[C:3]1=[O:62].[OH-:63].C([N+](CCCC)(CCCC)CCCC)CCC.OO, predict the reaction product. The product is: [OH:45][C@H:30]1[CH2:29][CH2:28][C@H:27]2[C@H:26]3[C@H:35]([CH2:34][CH2:33][C@:31]12[CH3:32])[C:36]1[CH:37]=[CH:38][C:39]([O:43][CH3:44])=[CH:40][C:41]=1[CH2:42][C@H:25]3[CH2:24][CH2:23][CH2:22][CH2:21][CH2:20][CH2:19][CH2:18][CH2:17][CH2:16][C@H:15]([CH2:46][CH2:47][C:48]([F:59])([F:60])[C:49]([F:58])([F:57])[C:50]([F:56])([F:55])[C:51]([F:52])([F:53])[F:54])[C:14]([OH:61])=[O:63].[CH3:1][N:2]1[C@@H:6]([CH3:7])[C@@H:5]([C:8]2[CH:9]=[CH:10][CH:11]=[CH:12][CH:13]=2)[NH:4][C:3]1=[O:62]. (5) Given the reactants [C:1]([O:4][NH:5][C:6]([O:8][C:9]([CH3:12])([CH3:11])[CH3:10])=[O:7])(=[O:3])[CH3:2].[H-].[Na+].[Br:15][C:16]1[CH:21]=[CH:20][CH:19]=[CH:18][C:17]=1[S:22](Cl)(=[O:24])=[O:23].CCCCCCC, predict the reaction product. The product is: [C:9]([O:8][C:6](=[O:7])[N:5]([O:4][C:1](=[O:3])[CH3:2])[S:22]([C:17]1[CH:18]=[CH:19][CH:20]=[CH:21][C:16]=1[Br:15])(=[O:24])=[O:23])([CH3:12])([CH3:11])[CH3:10]. (6) Given the reactants Br[C:2]1[C:3]2[N:4]([N:9]=[C:10]([NH2:12])[N:11]=2)[CH:5]=[C:6]([CH3:8])[CH:7]=1.CC1(C)C(C)(C)OB([C:21]2[CH2:26][CH2:25][N:24]([C:27]([O:29][C:30]([CH3:33])([CH3:32])[CH3:31])=[O:28])[CH2:23][CH:22]=2)O1.C([O-])([O-])=O.[Na+].[Na+], predict the reaction product. The product is: [NH2:12][C:10]1[N:11]=[C:3]2[C:2]([C:21]3[CH2:26][CH2:25][N:24]([C:27]([O:29][C:30]([CH3:33])([CH3:32])[CH3:31])=[O:28])[CH2:23][CH:22]=3)=[CH:7][C:6]([CH3:8])=[CH:5][N:4]2[N:9]=1. (7) The product is: [CH2:35]([O:34][C:32]([N:1]1[CH2:5][CH2:4][C@@H:3]([NH:6][C:7]([C:9]2[C:13]3[N:14]=[CH:15][N:16]=[C:17]([C:18]4[C:26]5[O:25][CH2:24][O:23][C:22]=5[CH:21]=[CH:20][C:19]=4[O:27][CH2:28][CH2:29][CH3:30])[C:12]=3[NH:11][CH:10]=2)=[O:8])[CH2:2]1)=[O:33])[CH3:36]. Given the reactants [NH:1]1[CH2:5][CH2:4][C@@H:3]([NH:6][C:7]([C:9]2[C:13]3[N:14]=[CH:15][N:16]=[C:17]([C:18]4[C:26]5[O:25][CH2:24][O:23][C:22]=5[CH:21]=[CH:20][C:19]=4[O:27][CH2:28][CH2:29][CH3:30])[C:12]=3[NH:11][CH:10]=2)=[O:8])[CH2:2]1.Cl[C:32]([O:34][CH2:35][CH3:36])=[O:33], predict the reaction product. (8) Given the reactants [CH3:1][O:2][C:3]([C:5]1[CH:13]=[C:12]2[C:8]([C:9]([CH:14]=O)=[CH:10][NH:11]2)=[CH:7][CH:6]=1)=[O:4].C1(C)C=CC(S(O)(=O)=O)=CC=1.C([BH3-])#N.[Na+].O, predict the reaction product. The product is: [CH3:1][O:2][C:3]([C:5]1[CH:13]=[C:12]2[C:8]([C:9]([CH3:14])=[CH:10][NH:11]2)=[CH:7][CH:6]=1)=[O:4]. (9) Given the reactants [ClH:1].[CH3:2][C:3]1[O:7][N:6]=[C:5]([C:8]2[CH:13]=[CH:12][C:11]([C@H:14]3[CH2:19][N:18](C([O-])=O)[CH2:17][CH2:16][N:15]3C([O-])=O)=[CH:10][CH:9]=2)[N:4]=1, predict the reaction product. The product is: [ClH:1].[ClH:1].[CH3:2][C:3]1[O:7][N:6]=[C:5]([C:8]2[CH:13]=[CH:12][C:11]([C@H:14]3[CH2:19][NH:18][CH2:17][CH2:16][NH:15]3)=[CH:10][CH:9]=2)[N:4]=1. (10) Given the reactants Br[C:2]1[CH:3]=[CH:4][C:5]2[N:11]3[C:12]([CH3:15])=[N:13][N:14]=[C:10]3[CH2:9][N:8]=[C:7]([C:16]3[CH:21]=[CH:20][CH:19]=[CH:18][CH:17]=3)[C:6]=2[CH:22]=1.[CH3:23][Si:24]([C:27]#[CH:28])([CH3:26])[CH3:25].C(N=[N+]=[N-])C, predict the reaction product. The product is: [CH3:23][Si:24]([C:27]#[C:28][C:2]1[CH:3]=[CH:4][C:5]2[N:11]3[C:12]([CH3:15])=[N:13][N:14]=[C:10]3[CH2:9][N:8]=[C:7]([C:16]3[CH:21]=[CH:20][CH:19]=[CH:18][CH:17]=3)[C:6]=2[CH:22]=1)([CH3:26])[CH3:25].